Dataset: Forward reaction prediction with 1.9M reactions from USPTO patents (1976-2016). Task: Predict the product of the given reaction. Given the reactants [Cl:1][CH2:2][CH2:3][CH2:4][NH:5][C:6]1[CH:11]=[CH:10][CH:9]=[CH:8][C:7]=1[O:12][CH3:13].C(N(CC)CC)C.[Cl:21][CH2:22][C:23](Cl)=[O:24].O, predict the reaction product. The product is: [Cl:21][CH2:22][C:23]([N:5]([CH2:4][CH2:3][CH2:2][Cl:1])[C:6]1[CH:11]=[CH:10][CH:9]=[CH:8][C:7]=1[O:12][CH3:13])=[O:24].